Regression. Given two drug SMILES strings and cell line genomic features, predict the synergy score measuring deviation from expected non-interaction effect. From a dataset of NCI-60 drug combinations with 297,098 pairs across 59 cell lines. (1) Drug 1: CN1C2=C(C=C(C=C2)N(CCCl)CCCl)N=C1CCCC(=O)O.Cl. Drug 2: COCCOC1=C(C=C2C(=C1)C(=NC=N2)NC3=CC=CC(=C3)C#C)OCCOC.Cl. Cell line: HOP-62. Synergy scores: CSS=9.45, Synergy_ZIP=-4.68, Synergy_Bliss=-11.4, Synergy_Loewe=-7.54, Synergy_HSA=-6.87. (2) Synergy scores: CSS=51.2, Synergy_ZIP=-6.62, Synergy_Bliss=-9.15, Synergy_Loewe=-6.91, Synergy_HSA=-5.07. Cell line: COLO 205. Drug 1: C(CC(=O)O)C(=O)CN.Cl. Drug 2: CC1C(C(CC(O1)OC2CC(CC3=C2C(=C4C(=C3O)C(=O)C5=C(C4=O)C(=CC=C5)OC)O)(C(=O)CO)O)N)O.Cl.